Dataset: Full USPTO retrosynthesis dataset with 1.9M reactions from patents (1976-2016). Task: Predict the reactants needed to synthesize the given product. (1) Given the product [Cl:2][C:3]1[C:8]([Cl:9])=[CH:7][CH:6]=[CH:5][C:4]=1[N:10]1[CH2:15][CH2:14][N:13]([CH2:39][CH2:38][CH2:37][CH2:36][O:35][C:26]2[N:27]=[C:28]3[C:33]([CH2:32][CH2:31][C:30](=[O:34])[NH:29]3)=[C:24]([CH3:23])[CH:25]=2)[CH2:12][CH2:11]1, predict the reactants needed to synthesize it. The reactants are: Cl.[Cl:2][C:3]1[C:8]([Cl:9])=[CH:7][CH:6]=[CH:5][C:4]=1[N:10]1[CH2:15][CH2:14][NH:13][CH2:12][CH2:11]1.CCN(CC)CC.[CH3:23][C:24]1[C:33]2[CH2:32][CH2:31][C:30](=[O:34])[NH:29][C:28]=2[N:27]=[C:26]([O:35][CH2:36][CH2:37][CH2:38][CH:39]=O)[CH:25]=1.[BH-](OC(C)=O)(OC(C)=O)OC(C)=O.[Na+]. (2) The reactants are: [Cl:1][C:2]1[CH:3]=[C:4]([NH2:19])[CH:5]=[N:6][C:7]=1[O:8][C:9]1[N:10]=[CH:11][C:12]2[C:17]([CH:18]=1)=[CH:16][CH:15]=[CH:14][CH:13]=2.[Cl:20][C:21]1[CH:26]=[C:25]([F:27])[CH:24]=[CH:23][C:22]=1[S:28](Cl)(=[O:30])=[O:29]. Given the product [Cl:20][C:21]1[CH:26]=[C:25]([F:27])[CH:24]=[CH:23][C:22]=1[S:28]([NH:19][C:4]1[CH:5]=[N:6][C:7]([O:8][C:9]2[N:10]=[CH:11][C:12]3[C:17]([CH:18]=2)=[CH:16][CH:15]=[CH:14][CH:13]=3)=[C:2]([Cl:1])[CH:3]=1)(=[O:30])=[O:29], predict the reactants needed to synthesize it. (3) Given the product [N:19]([C:16]1[CH:15]=[CH:14][C:13]([C:12]([NH:11][CH2:10][CH2:9][CH2:8][CH2:7][C@H:6]([N:23]2[C:35]3[CH:34]=[CH:33][CH:32]=[CH:31][C:30]=3[C:29]3[C:24]2=[CH:25][CH:26]=[CH:27][CH:28]=3)[C:5]([OH:36])=[O:4])=[O:22])=[CH:18][CH:17]=1)=[N+:20]=[N-:21], predict the reactants needed to synthesize it. The reactants are: [OH-].[K+].C[O:4][C:5](=[O:36])[C@@H:6]([N:23]1[C:35]2[CH:34]=[CH:33][CH:32]=[CH:31][C:30]=2[C:29]2[C:24]1=[CH:25][CH:26]=[CH:27][CH:28]=2)[CH2:7][CH2:8][CH2:9][CH2:10][NH:11][C:12](=[O:22])[C:13]1[CH:18]=[CH:17][C:16]([N:19]=[N+:20]=[N-:21])=[CH:15][CH:14]=1.CO.Cl. (4) Given the product [N:1]1[CH:6]=[CH:5][CH:4]=[CH:3][C:2]=1[C:7]([C@H:9]1[CH2:15][CH2:14][C:11]2([CH2:13][CH2:12]2)[O:10]1)=[O:8], predict the reactants needed to synthesize it. The reactants are: [N:1]1[CH:6]=[CH:5][CH:4]=[CH:3][C:2]=1[C@H:7]([C@H:9]1[CH2:15][CH2:14][C:11]2([CH2:13][CH2:12]2)[O:10]1)[OH:8].CC(OI1(OC(C)=O)(OC(C)=O)OC(=O)C2C=CC=CC1=2)=O. (5) Given the product [ClH:1].[CH3:12][C:10]1[N:11]=[C:4]2[C:3]([CH2:2][NH:17][C:16]3[C:18]([CH3:22])=[CH:19][CH:20]=[CH:21][C:15]=3[CH3:14])=[CH:8][CH:7]=[CH:6][N:5]2[C:9]=1[CH3:13], predict the reactants needed to synthesize it. The reactants are: [Cl:1][CH2:2][C:3]1[C:4]2[N:5]([C:9]([CH3:13])=[C:10]([CH3:12])[N:11]=2)[CH:6]=[CH:7][CH:8]=1.[CH3:14][C:15]1[CH:21]=[CH:20][CH:19]=[C:18]([CH3:22])[C:16]=1[NH2:17].C(=O)([O-])[O-].[Na+].[Na+].[I-].[Na+]. (6) Given the product [Br-:27].[OH:10][C:9]([C:17]1[CH:22]=[CH:21][CH:20]=[CH:19][CH:18]=1)([C:11]1[CH:12]=[CH:13][CH:14]=[CH:15][CH:16]=1)[C:4]12[CH2:5][CH2:6][N+:1]([CH2:26][CH2:25][O:24][CH3:23])([CH2:2][CH2:3]1)[CH2:8][CH2:7]2, predict the reactants needed to synthesize it. The reactants are: [N:1]12[CH2:8][CH2:7][C:4]([C:9]([C:17]3[CH:22]=[CH:21][CH:20]=[CH:19][CH:18]=3)([C:11]3[CH:16]=[CH:15][CH:14]=[CH:13][CH:12]=3)[OH:10])([CH2:5][CH2:6]1)[CH2:3][CH2:2]2.[CH3:23][O:24][CH2:25][CH2:26][Br:27]. (7) Given the product [F:1][C:2]([F:12])([F:13])[C:3]1[CH:4]=[CH:5][C:6]([C:9]2([C:10]#[N:11])[CH2:21][CH2:20][O:19][CH2:16][CH2:17]2)=[CH:7][CH:8]=1, predict the reactants needed to synthesize it. The reactants are: [F:1][C:2]([F:13])([F:12])[C:3]1[CH:8]=[CH:7][C:6]([CH2:9][C:10]#[N:11])=[CH:5][CH:4]=1.[H-].[Na+].[CH2:16]([O:19][CH2:20][CH2:21]Br)[CH2:17]Br. (8) Given the product [ClH:35].[NH2:27][CH2:26][C:7]1[N:8]([CH2:22][CH:23]([CH3:24])[CH3:25])[C:9](=[O:21])[C:10]2[C:15]([C:6]=1[O:5][CH2:1][CH2:2][CH2:3][CH3:4])=[CH:14][C:13]([C:16]1[NH:20][N:19]=[N:18][N:17]=1)=[CH:12][CH:11]=2, predict the reactants needed to synthesize it. The reactants are: [CH2:1]([O:5][C:6]1[C:15]2[C:10](=[CH:11][CH:12]=[C:13]([C:16]3[NH:20][N:19]=[N:18][N:17]=3)[CH:14]=2)[C:9](=[O:21])[N:8]([CH2:22][CH:23]([CH3:25])[CH3:24])[C:7]=1[CH2:26][NH:27]C(=O)OC(C)(C)C)[CH2:2][CH2:3][CH3:4].[ClH:35]. (9) Given the product [CH3:1][C:2]1[CH:7]=[C:6]([CH3:8])[N:5]=[C:4]([NH:9][C:11]2[C:20]3=[N:21][NH:22][CH:23]=[C:19]3[C:18]3[CH:17]=[C:16]([O:33][CH3:34])[CH:15]=[CH:14][C:13]=3[N:12]=2)[CH:3]=1, predict the reactants needed to synthesize it. The reactants are: [CH3:1][C:2]1[CH:7]=[C:6]([CH3:8])[N:5]=[C:4]([NH2:9])[CH:3]=1.Cl[C:11]1[C:20]2=[N:21][N:22](CC3C=CC(OC)=CC=3)[CH:23]=[C:19]2[C:18]2[CH:17]=[C:16]([O:33][CH3:34])[CH:15]=[CH:14][C:13]=2[N:12]=1.